This data is from Full USPTO retrosynthesis dataset with 1.9M reactions from patents (1976-2016). The task is: Predict the reactants needed to synthesize the given product. (1) Given the product [F:26][C:27]1[CH:32]=[CH:31][C:30]([N:33]2[C:5]([C:7]3[C:12](=[O:13])[CH:11]=[CH:10][N:9]([C:14]4[CH:19]=[CH:18][CH:17]=[C:16]([O:20][C:21]([F:24])([F:23])[F:22])[CH:15]=4)[N:8]=3)=[CH:4][CH:3]=[N:2]2)=[CH:29][CH:28]=1, predict the reactants needed to synthesize it. The reactants are: C[N:2](C)/[CH:3]=[CH:4]/[C:5]([C:7]1[C:12](=[O:13])[CH:11]=[CH:10][N:9]([C:14]2[CH:19]=[CH:18][CH:17]=[C:16]([O:20][C:21]([F:24])([F:23])[F:22])[CH:15]=2)[N:8]=1)=O.[F:26][C:27]1[CH:32]=[CH:31][C:30]([NH:33]N)=[CH:29][CH:28]=1. (2) Given the product [CH2:28]([C:25]1[CH:26]=[CH:27][C:22]([CH:21]=[CH:20][C:15]2[C:14]3[C:18](=[CH:19][C:11]([NH:10][C:5]4[CH:6]=[CH:7][CH:8]=[CH:9][C:4]=4[C:3]([OH:30])=[O:2])=[CH:12][CH:13]=3)[NH:17][N:16]=2)=[N:23][CH:24]=1)[CH3:29], predict the reactants needed to synthesize it. The reactants are: C[O:2][C:3](=[O:30])[C:4]1[CH:9]=[CH:8][CH:7]=[CH:6][C:5]=1[NH:10][C:11]1[CH:19]=[C:18]2[C:14]([C:15]([CH:20]=[CH:21][C:22]3[CH:27]=[CH:26][C:25]([CH2:28][CH3:29])=[CH:24][N:23]=3)=[N:16][NH:17]2)=[CH:13][CH:12]=1.[OH-].[Na+].[NH4+].[Cl-]. (3) The reactants are: [F:1][C:2]1[CH:3]=[CH:4][C:5](O)=[C:6]([C:8]2[C:13]([OH:14])=[C:12]([CH:15]=O)[CH:11]=[C:10]([CH:17]3[CH2:21][CH2:20][O:19][C:18]3=[O:22])[CH:9]=2)[CH:7]=1.Cl.[NH2:25][C:26]1[CH:27]=[C:28]([CH:32]=[CH:33][C:34]=1[NH2:35])[C:29]([NH2:31])=[NH:30].C1(=O)C=CC(=[O:42])C=C1. Given the product [C:29]([C:28]1[CH:32]=[CH:33][C:34]2[NH:35][C:15]([C:12]3[CH:11]=[C:10]([CH:17]4[CH2:21][CH2:20][O:19][C:18]4=[O:22])[C:9]([OH:42])=[C:8]([C:6]4[CH:7]=[C:2]([F:1])[CH:3]=[CH:4][CH:5]=4)[C:13]=3[OH:14])=[N:25][C:26]=2[CH:27]=1)(=[NH:31])[NH2:30], predict the reactants needed to synthesize it. (4) Given the product [CH3:29][O:28][C:24]1[CH:23]=[C:22]2[C:27]([C:18]([O:1][CH2:2][CH:3]([N:5]3[CH:10]=[C:9]([C:11]4[S:12][CH:13]=[CH:14][CH:15]=4)[CH:8]=[CH:7][C:6]3=[O:16])[CH3:4])=[CH:19][CH:20]=[N:21]2)=[CH:26][CH:25]=1, predict the reactants needed to synthesize it. The reactants are: [OH:1][CH2:2][CH:3]([N:5]1[CH:10]=[C:9]([C:11]2[S:12][CH:13]=[CH:14][CH:15]=2)[CH:8]=[CH:7][C:6]1=[O:16])[CH3:4].I[C:18]1[C:27]2[C:22](=[CH:23][C:24]([O:28][CH3:29])=[CH:25][CH:26]=2)[N:21]=[CH:20][CH:19]=1.C(=O)([O-])[O-].[Cs+].[Cs+].N1C2C(=CC=C3C=2N=CC=C3)C=CC=1.